Predict the product of the given reaction. From a dataset of Forward reaction prediction with 1.9M reactions from USPTO patents (1976-2016). (1) Given the reactants CS[C:3]1[S:4][C:5]2[CH:11]=[C:10]([N+:12]([O-:14])=[O:13])[CH:9]=[CH:8][C:6]=2[N:7]=1.[F:15][C:16]([F:27])([F:26])[C:17]1[CH:22]=[CH:21][N:20]=[C:19]([CH2:23][C:24]#[N:25])[N:18]=1.C(=O)([O-])[O-].[K+].[K+].CC(=O)OCC, predict the reaction product. The product is: [N+:12]([C:10]1[CH:9]=[CH:8][C:6]2[NH:7][C:3](=[C:23]([C:19]3[N:18]=[C:17]([C:16]([F:27])([F:15])[F:26])[CH:22]=[CH:21][N:20]=3)[C:24]#[N:25])[S:4][C:5]=2[CH:11]=1)([O-:14])=[O:13]. (2) Given the reactants [CH2:1]([O:8][C:9]1[CH:30]=[CH:29][C:12]([CH2:13][O:14][CH2:15][C:16]([CH3:28])([OH:27])[CH2:17][N:18]2[CH:22]=[C:21]([N+:23]([O-:25])=[O:24])[N:20]=[C:19]2Br)=[CH:11][CH:10]=1)[C:2]1[CH:7]=[CH:6][CH:5]=[CH:4][CH:3]=1.[H-].[Na+], predict the reaction product. The product is: [CH2:1]([O:8][C:9]1[CH:30]=[CH:29][C:12]([CH2:13][O:14][CH2:15][C:16]2([CH3:28])[O:27][C:19]3=[N:20][C:21]([N+:23]([O-:25])=[O:24])=[CH:22][N:18]3[CH2:17]2)=[CH:11][CH:10]=1)[C:2]1[CH:7]=[CH:6][CH:5]=[CH:4][CH:3]=1. (3) Given the reactants [CH3:1][O:2][C:3]1[CH:8]=[CH:7][C:6]([C:9]([C:11]2[C:27]([O:28][CH3:29])=[CH:26][C:14]3[CH2:15][CH2:16][N:17]([C:20](=[O:25])[C:21]([F:24])([F:23])[F:22])[CH2:18][CH2:19][C:13]=3[CH:12]=2)=O)=[CH:5][CH:4]=1.[SiH](CC)(CC)CC, predict the reaction product. The product is: [CH3:29][O:28][C:27]1[C:11]([CH2:9][C:6]2[CH:5]=[CH:4][C:3]([O:2][CH3:1])=[CH:8][CH:7]=2)=[CH:12][C:13]2[CH2:19][CH2:18][N:17]([C:20](=[O:25])[C:21]([F:24])([F:22])[F:23])[CH2:16][CH2:15][C:14]=2[CH:26]=1. (4) Given the reactants [CH3:1][N:2]1[C@@H:11]([C@H:12]2[O:21][C:19](=[O:20])[C:18]3[C:17]([O:22][CH3:23])=[C:16]([O:24][CH3:25])[CH:15]=[CH:14][C:13]2=3)[C:10]2[C:9]([O:26][CH3:27])=[C:8]3[O:28][CH2:29][O:30][C:7]3=[CH:6][C:5]=2[CH2:4][CH2:3]1.FC(F)(F)C([O-])=O.[Tl+].[I:39]Cl.N1C=CC=CC=1.ICl, predict the reaction product. The product is: [I:39][C:6]1[C:5]2[CH2:4][CH2:3][N:2]([CH3:1])[C@@H:11]([C@@H:12]3[C:13]4[C:18](=[C:17]([O:22][CH3:23])[C:16]([O:24][CH3:25])=[CH:15][CH:14]=4)[C:19](=[O:20])[O:21]3)[C:10]=2[C:9]([O:26][CH3:27])=[C:8]2[O:28][CH2:29][O:30][C:7]=12. (5) Given the reactants [CH3:1][C:2]1[N:3]=[C:4]([S:13][CH2:14][CH2:15][CH:16]([C:21]2[S:22][C:23]3[CH:30]=[C:29]([C:31]([F:34])([F:33])[F:32])[CH:28]=[CH:27][C:24]=3[C:25]=2[CH3:26])[CH2:17][CH2:18][CH2:19][CH3:20])[S:5][C:6]=1[CH2:7][C:8]([O:10]CC)=[O:9].[OH-].[Na+], predict the reaction product. The product is: [CH3:1][C:2]1[N:3]=[C:4]([S:13][CH2:14][CH2:15][CH:16]([C:21]2[S:22][C:23]3[CH:30]=[C:29]([C:31]([F:34])([F:32])[F:33])[CH:28]=[CH:27][C:24]=3[C:25]=2[CH3:26])[CH2:17][CH2:18][CH2:19][CH3:20])[S:5][C:6]=1[CH2:7][C:8]([OH:10])=[O:9]. (6) Given the reactants [CH2:1]([O:5]/[CH:6]=[CH:7]/[C:8]1[C:13]([C:14]([O:16][CH3:17])=[O:15])=[N:12][CH:11]=[C:10]2[N:18](S(C3C=CC=CC=3)(=O)=O)[CH:19]=[CH:20][C:9]=12)[CH2:2][CH2:3][CH3:4].C[O-].[Na+], predict the reaction product. The product is: [CH2:1]([O:5]/[CH:6]=[CH:7]/[C:8]1[C:13]([C:14]([O:16][CH3:17])=[O:15])=[N:12][CH:11]=[C:10]2[NH:18][CH:19]=[CH:20][C:9]=12)[CH2:2][CH2:3][CH3:4].